Dataset: Forward reaction prediction with 1.9M reactions from USPTO patents (1976-2016). Task: Predict the product of the given reaction. Given the reactants [C:1](N1C=CN=C1)(N1C=CN=C1)=[O:2].[NH2:13][C:14]1[CH:19]=[C:18]([I:20])[CH:17]=[CH:16][C:15]=1[NH2:21], predict the reaction product. The product is: [I:20][C:18]1[CH:17]=[CH:16][C:15]2[NH:21][C:1](=[O:2])[NH:13][C:14]=2[CH:19]=1.